Task: Predict the product of the given reaction.. Dataset: Forward reaction prediction with 1.9M reactions from USPTO patents (1976-2016) (1) Given the reactants Cl.CC[N:4]([CH:8]([CH3:10])C)[CH:5](C)[CH3:6].C[N:12](C)[C:13]([Cl:15])=[O:14].C(O)(C(F)(F)F)=O.C[N:25](C=O)C, predict the reaction product. The product is: [N:25]1[CH:10]=[CH:8][N:4]=[CH:5][C:6]=1[C:13]([NH2:12])=[O:14].[ClH:15]. (2) Given the reactants [F:1][C:2]1[CH:3]=[C:4]([N:21]2[CH2:25][C@H:24]([CH2:26][OH:27])[O:23][C:22]2=[O:28])[CH:5]=[CH:6][C:7]=1[C:8]1[CH:9]=[N:10][C:11]([NH:14][C:15]2[N:19]([CH3:20])[N:18]=[N:17][N:16]=2)=[CH:12][CH:13]=1.C(N(CC)CC)C.[P:36](Cl)(Cl)(Cl)=[O:37].[OH2:41].C1C[O:45]CC1, predict the reaction product. The product is: [P:36]([OH:37])([OH:45])([O:27][CH2:26][C@@H:24]1[O:23][C:22](=[O:28])[N:21]([C:4]2[CH:5]=[CH:6][C:7]([C:8]3[CH:9]=[N:10][C:11]([NH:14][C:15]4[N:19]([CH3:20])[N:18]=[N:17][N:16]=4)=[CH:12][CH:13]=3)=[C:2]([F:1])[CH:3]=2)[CH2:25]1)=[O:41]. (3) The product is: [CH2:1]([O:8][C:9]1[CH:17]=[CH:16][CH:15]=[C:14]2[C:10]=1[CH2:11][CH2:12][CH:13]2[C:18]([N:29]([CH2:28][C:26]1[CH:25]=[N:24][N:23]([CH2:21][CH3:22])[CH:27]=1)[C:30]1[CH:35]=[CH:34][C:33]([CH:36]([CH3:37])[CH3:38])=[CH:32][CH:31]=1)=[O:20])[C:2]1[CH:3]=[CH:4][CH:5]=[CH:6][CH:7]=1. Given the reactants [CH2:1]([O:8][C:9]1[CH:17]=[CH:16][CH:15]=[C:14]2[C:10]=1[CH2:11][CH2:12][CH:13]2[C:18]([OH:20])=O)[C:2]1[CH:7]=[CH:6][CH:5]=[CH:4][CH:3]=1.[CH2:21]([N:23]1[CH:27]=[C:26]([CH2:28][NH:29][C:30]2[CH:35]=[CH:34][C:33]([CH:36]([CH3:38])[CH3:37])=[CH:32][CH:31]=2)[CH:25]=[N:24]1)[CH3:22], predict the reaction product. (4) Given the reactants [O:1]1CCO[CH:2]1[C:6]1[CH:11]=[CH:10][C:9]([C:12]2[C:21]([C:22]3[CH:27]=[CH:26][CH:25]=[CH:24][CH:23]=3)=[CH:20][C:19]3[C:14](=[CH:15][CH:16]=[N:17][C:18]=3[C:28]3[CH:29]=[N:30][NH:31][CH:32]=3)[N:13]=2)=[CH:8][CH:7]=1.Cl, predict the reaction product. The product is: [C:22]1([C:21]2[C:12]([C:9]3[CH:8]=[CH:7][C:6]([CH:2]=[O:1])=[CH:11][CH:10]=3)=[N:13][C:14]3[C:19]([CH:20]=2)=[C:18]([C:28]2[CH:29]=[N:30][NH:31][CH:32]=2)[N:17]=[CH:16][CH:15]=3)[CH:27]=[CH:26][CH:25]=[CH:24][CH:23]=1. (5) Given the reactants [CH:1]1[C:9]2[C:8]3[CH2:10][CH2:11][CH2:12][CH2:13][CH2:14][CH2:15][C:7]=3[O:6][C:5]=2[CH:4]=[CH:3][C:2]=1[NH2:16].[CH3:17][CH:18]([CH2:23][C:24]([CH3:27])([CH3:26])[CH3:25])[CH2:19][C:20](Cl)=[O:21], predict the reaction product. The product is: [CH:1]1[C:9]2[C:8]3[CH2:10][CH2:11][CH2:12][CH2:13][CH2:14][CH2:15][C:7]=3[O:6][C:5]=2[CH:4]=[CH:3][C:2]=1[NH:16][C:20](=[O:21])[CH2:19][CH:18]([CH3:17])[CH2:23][C:24]([CH3:27])([CH3:26])[CH3:25]. (6) The product is: [Cl:25][C:26]1[CH:33]=[CH:32][C:29]([CH2:30][NH:31][C:20]([C:3]2[C:2](=[O:1])[C:11]3[C:6]4=[C:7]([CH:4]=[C:3]([C@H:2]([OH:1])[CH3:11])[N:5]4[CH:4]=2)[CH:8]=[C:9]([CH2:12][N:13]2[CH2:18][CH2:17][O:16][CH2:15][CH2:14]2)[CH:10]=3)=[O:21])=[CH:28][CH:27]=1. Given the reactants [OH:1][C:2]1[C:11]2[C:6](=[C:7](I)[CH:8]=[C:9]([CH2:12][N:13]3[CH2:18][CH2:17][O:16][CH2:15][CH2:14]3)[CH:10]=2)[N:5]=[CH:4][C:3]=1[C:20](OCC)=[O:21].[Cl:25][C:26]1[CH:33]=[CH:32][C:29]([CH2:30][NH2:31])=[CH:28][CH:27]=1, predict the reaction product. (7) The product is: [F:1][C:2]1[CH:3]=[CH:4][C:5]2[C@@H:11]3[CH2:12][N:13]([C:15]([O:17][C:18]([CH3:19])([CH3:20])[CH3:21])=[O:16])[CH2:14][C@H:10]3[CH2:9][N:8]([CH3:25])[C:7](=[O:22])[C:6]=2[CH:23]=1. Given the reactants [F:1][C:2]1[CH:3]=[CH:4][C:5]2[C@@H:11]3[CH2:12][N:13]([C:15]([O:17][C:18]([CH3:21])([CH3:20])[CH3:19])=[O:16])[CH2:14][C@H:10]3[CH2:9][NH:8][C:7](=[O:22])[C:6]=2[CH:23]=1.I[CH3:25].[H-].[Na+].O, predict the reaction product.